From a dataset of Reaction yield outcomes from USPTO patents with 853,638 reactions. Predict the reaction yield, written as a fraction of the theoretical maximum amount of product (1.0 means a 100% yield; for example, 0.34 means a 34% yield). (1) The product is [C:1]([O:5][C:6]([NH:8][C@H:9]([C:23]([O:25][CH3:26])=[O:24])[CH2:10][C:11]1[CH:16]=[CH:15][C:14]([CH2:17][CH2:18][CH2:19][C:20](=[O:22])[CH3:21])=[CH:13][N:12]=1)=[O:7])([CH3:4])([CH3:2])[CH3:3]. No catalyst specified. The yield is 0.850. The reactants are [C:1]([O:5][C:6]([NH:8][C@H:9]([C:23]([O:25][CH3:26])=[O:24])[CH2:10][C:11]1[CH:16]=[CH:15][C:14]([CH2:17][CH2:18][CH2:19][CH:20]([OH:22])[CH3:21])=[CH:13][N:12]=1)=[O:7])([CH3:4])([CH3:3])[CH3:2].[Cr](O[Cr]([O-])(=O)=O)([O-])(=O)=O.[NH+]1C=CC=CC=1.[NH+]1C=CC=CC=1. (2) The reactants are [F:1][C:2]1[CH:3]=[C:4]([NH:22][C:23](=O)[O:24]C2C=CC=CC=2)[CH:5]=[CH:6][C:7]=1[N:8]1[CH2:13][CH2:12][N:11]([C:14]2[CH:19]=[CH:18][C:17]([O:20][CH3:21])=[CH:16][CH:15]=2)[CH2:10][CH2:9]1.[H-].[NH2:33][NH2:34].O. The catalyst is O1CCOCC1. The product is [F:1][C:2]1[CH:3]=[C:4]([NH:22][C:23]([NH:33][NH2:34])=[O:24])[CH:5]=[CH:6][C:7]=1[N:8]1[CH2:13][CH2:12][N:11]([C:14]2[CH:15]=[CH:16][C:17]([O:20][CH3:21])=[CH:18][CH:19]=2)[CH2:10][CH2:9]1. The yield is 0.820. (3) The reactants are [CH:1]1([CH2:4][OH:5])[CH2:3][CH2:2]1.[H-].[Na+].Cl[C:9]1[CH:16]=C[C:12]([C:13]#[N:14])=[CH:11][CH:10]=1.C[N:18](C=O)C. The catalyst is O. The product is [CH:1]1([CH2:4][O:5][C:12]2[CH:11]=[CH:10][C:9]([C:16]#[N:18])=[N:14][CH:13]=2)[CH2:3][CH2:2]1. The yield is 0.690. (4) The product is [C:1]([C:5]1[CH:10]=[C:9]([CH3:11])[C:8]([S:12]([NH:20][C:19]2[CH:21]=[C:22]([C:29]([F:30])([F:31])[F:32])[CH:23]=[C:24]([C:25]([F:26])([F:27])[F:28])[C:18]=2[Cl:17])(=[O:14])=[O:13])=[C:7]([CH3:16])[CH:6]=1)([CH3:4])([CH3:3])[CH3:2]. The yield is 0.140. The reactants are [C:1]([C:5]1[CH:10]=[C:9]([CH3:11])[C:8]([S:12](Cl)(=[O:14])=[O:13])=[C:7]([CH3:16])[CH:6]=1)([CH3:4])([CH3:3])[CH3:2].[Cl:17][C:18]1[C:24]([C:25]([F:28])([F:27])[F:26])=[CH:23][C:22]([C:29]([F:32])([F:31])[F:30])=[CH:21][C:19]=1[NH2:20]. The catalyst is N1C=CC=CC=1. (5) The reactants are [C:1]([C:4]1[N:9]=[C:8]([C:10]([O:12][CH3:13])=[O:11])[C:7]([Cl:14])=[C:6]([NH2:15])[C:5]=1[F:16])(=[O:3])[CH3:2].[BH4-].[Na+]. The catalyst is CO. The product is [NH2:15][C:6]1[C:5]([F:16])=[C:4]([CH:1]([OH:3])[CH3:2])[N:9]=[C:8]([C:10]([O:12][CH3:13])=[O:11])[C:7]=1[Cl:14]. The yield is 0.550. (6) The reactants are [Cl:1][C:2]1[N:7]=[C:6]([C:8]2[N:16](C(OC(C)(C)C)=O)[C:15]3[C:10](=[N:11][C:12]([O:24][CH3:25])=[CH:13][CH:14]=3)[CH:9]=2)[C:5]([OH:26])=[CH:4][CH:3]=1.C(O)(C(F)(F)F)=O. The catalyst is ClCCl.O. The product is [Cl:1][C:2]1[N:7]=[C:6]([C:8]2[NH:16][C:15]3[C:10](=[N:11][C:12]([O:24][CH3:25])=[CH:13][CH:14]=3)[CH:9]=2)[C:5]([OH:26])=[CH:4][CH:3]=1. The yield is 0.670. (7) The reactants are [C:1]([N:8]1[CH2:13][CH2:12][NH:11][CH2:10][CH2:9]1)([O:3][C:4]([CH3:7])([CH3:6])[CH3:5])=[O:2].C1C=CC2N(O)N=NC=2C=1.[CH3:24][N:25]([CH3:30])[CH2:26][C:27](O)=[O:28].C1CCC(N=C=NC2CCCCC2)CC1. The catalyst is C(Cl)Cl. The product is [C:4]([O:3][C:1]([N:8]1[CH2:9][CH2:10][N:11]([C:27](=[O:28])[CH2:26][N:25]([CH3:30])[CH3:24])[CH2:12][CH2:13]1)=[O:2])([CH3:7])([CH3:6])[CH3:5]. The yield is 0.447. (8) The reactants are CO[C:3](=[O:24])[C:4]1[CH:9]=[CH:8][C:7]([O:10][CH2:11][C:12]2[C:13]([C:17]3[CH:22]=[CH:21][C:20]([F:23])=[CH:19][CH:18]=3)=[N:14][O:15][CH:16]=2)=[N:6][CH:5]=1.[NH2:25][CH2:26][CH:27]([OH:32])[C:28]([F:31])([F:30])[F:29]. No catalyst specified. The product is [F:23][C:20]1[CH:19]=[CH:18][C:17]([C:13]2[C:12]([CH2:11][O:10][C:7]3[CH:8]=[CH:9][C:4]([C:3]([NH:25][CH2:26][CH:27]([OH:32])[C:28]([F:31])([F:30])[F:29])=[O:24])=[CH:5][N:6]=3)=[CH:16][O:15][N:14]=2)=[CH:22][CH:21]=1. The yield is 0.150.